This data is from Forward reaction prediction with 1.9M reactions from USPTO patents (1976-2016). The task is: Predict the product of the given reaction. (1) Given the reactants C(O)(C(F)(F)F)=O.CC([N:12]([C:16]([CH3:39])([CH3:38])[C:17]([NH:19][C:20]1[CH:21]=[N:22][C:23]([O:26][C:27]2[CH:36]=[CH:35][CH:34]=[C:33]3[C:28]=2[CH2:29][CH:30]([CH3:37])[CH2:31][O:32]3)=[CH:24][CH:25]=1)=[O:18])C(=O)[O-])(C)C, predict the reaction product. The product is: [CH3:39][C:16]([C:17]([NH:19][C:20]1[CH:21]=[N:22][C:23]([O:26][C:27]2[CH:36]=[CH:35][CH:34]=[C:33]3[C:28]=2[CH2:29][CH:30]([CH3:37])[CH2:31][O:32]3)=[CH:24][CH:25]=1)=[O:18])([CH3:38])[NH2:12]. (2) Given the reactants [OH-].[Na+].[C:3]([O:7][C:8]([N:10]1[CH2:15][CH2:14][N:13]([CH2:16][C:17]2[S:21][C:20]([C:22]3[CH:27]=[CH:26][CH:25]=[CH:24][CH:23]=3)=[N:19][C:18]=2[C:28]([O:30]CC)=[O:29])[CH2:12][CH2:11]1)=[O:9])([CH3:6])([CH3:5])[CH3:4], predict the reaction product. The product is: [C:3]([O:7][C:8]([N:10]1[CH2:11][CH2:12][N:13]([CH2:16][C:17]2[S:21][C:20]([C:22]3[CH:23]=[CH:24][CH:25]=[CH:26][CH:27]=3)=[N:19][C:18]=2[C:28]([OH:30])=[O:29])[CH2:14][CH2:15]1)=[O:9])([CH3:6])([CH3:4])[CH3:5]. (3) Given the reactants [C:1]([O:5]N1CCC(O)CC1=C=O)([CH3:4])([CH3:3])[CH3:2].[CH2:15]([N:17]([CH2:20][CH3:21])[CH2:18][CH3:19])C.[C:22]([O:27][C:28](=O)C(C)=C)(=[O:26])[C:23]([CH3:25])=[CH2:24].[OH2:33], predict the reaction product. The product is: [C:22]([O:27][CH:28]1[CH2:21][CH2:20][N:17]([C:15]([O:5][C:1]([CH3:2])([CH3:3])[CH3:4])=[O:33])[CH2:18][CH2:19]1)(=[O:26])[C:23]([CH3:25])=[CH2:24]. (4) Given the reactants [CH2:1]([N:3]([CH2:15][CH3:16])[C:4]([C:6]1[CH:11]=[CH:10][C:9](B(O)O)=[CH:8][CH:7]=1)=[O:5])[CH3:2].Br[C:18]1[CH:23]=[CH:22][C:21]([O:24][CH2:25][CH:26]2[CH2:31][CH2:30][N:29]([C:32]([O:34][CH:35]([CH3:37])[CH3:36])=[O:33])[CH2:28][CH2:27]2)=[CH:20][CH:19]=1, predict the reaction product. The product is: [CH2:1]([N:3]([CH2:15][CH3:16])[C:4]([C:6]1[CH:11]=[CH:10][C:9]([C:18]2[CH:19]=[CH:20][C:21]([O:24][CH2:25][CH:26]3[CH2:27][CH2:28][N:29]([C:32]([O:34][CH:35]([CH3:37])[CH3:36])=[O:33])[CH2:30][CH2:31]3)=[CH:22][CH:23]=2)=[CH:8][CH:7]=1)=[O:5])[CH3:2]. (5) The product is: [CH:8]([C:3]1[CH:4]=[CH:5][CH:6]=[CH:7][C:2]=1[C:11]#[N:12])([CH3:10])[CH3:9]. Given the reactants Br[C:2]1[CH:7]=[CH:6][CH:5]=[CH:4][C:3]=1[CH:8]([CH3:10])[CH3:9].[C:11]([Cu])#[N:12], predict the reaction product. (6) Given the reactants C(O[C:4](=[O:18])[C:5](=[CH:11][NH:12][C:13]1[CH:17]=[CH:16][S:15][CH:14]=1)[C:6]([O:8][CH2:9][CH3:10])=[O:7])C.C1(OC2C=CC=CC=2)C=CC=CC=1, predict the reaction product. The product is: [CH2:9]([O:8][C:6]([C:5]1[C:4]([OH:18])=[C:14]2[S:15][CH:16]=[CH:17][C:13]2=[N:12][CH:11]=1)=[O:7])[CH3:10]. (7) Given the reactants [Br:1][C:2]1[CH:17]=[CH:16][C:5]2[N:6]=[C:7]([N:9]3[CH2:14][CH2:13][CH2:12][C@H:11]([OH:15])[CH2:10]3)[S:8][C:4]=2[CH:3]=1.ClCCl.C(N(CC)CC)C.[CH3:28][S:29](Cl)(=[O:31])=[O:30], predict the reaction product. The product is: [CH3:28][S:29]([O:15][C@H:11]1[CH2:12][CH2:13][CH2:14][N:9]([C:7]2[S:8][C:4]3[CH:3]=[C:2]([Br:1])[CH:17]=[CH:16][C:5]=3[N:6]=2)[CH2:10]1)(=[O:31])=[O:30].